Dataset: CYP1A2 inhibition data for predicting drug metabolism from PubChem BioAssay. Task: Regression/Classification. Given a drug SMILES string, predict its absorption, distribution, metabolism, or excretion properties. Task type varies by dataset: regression for continuous measurements (e.g., permeability, clearance, half-life) or binary classification for categorical outcomes (e.g., BBB penetration, CYP inhibition). Dataset: cyp1a2_veith. (1) The drug is CCN1C(=O)[C@H]2CC[C@H]3/C(=N\OCC(C)C)C[C@@H](O)[C@@H](O)[C@@H]3[C@@H]2C1=O. The result is 0 (non-inhibitor). (2) The molecule is CC(=O)Nc1ccc(S(=O)(=O)N2CCC(N(C)CCC(C)C)CC2)cc1.Cl. The result is 0 (non-inhibitor). (3) The drug is COCCNC(=O)c1cc(-c2cccc(OC)c2)on1. The result is 1 (inhibitor).